Dataset: Peptide-MHC class I binding affinity with 185,985 pairs from IEDB/IMGT. Task: Regression. Given a peptide amino acid sequence and an MHC pseudo amino acid sequence, predict their binding affinity value. This is MHC class I binding data. (1) The peptide sequence is SPAIFQSSM. The MHC is HLA-A03:01 with pseudo-sequence HLA-A03:01. The binding affinity (normalized) is 0. (2) The peptide sequence is THIVRGRDL. The MHC is HLA-A03:01 with pseudo-sequence HLA-A03:01. The binding affinity (normalized) is 0.0847.